This data is from HIV replication inhibition screening data with 41,000+ compounds from the AIDS Antiviral Screen. The task is: Binary Classification. Given a drug SMILES string, predict its activity (active/inactive) in a high-throughput screening assay against a specified biological target. The drug is CC1(C)OCCC1[Si](C)(C)C. The result is 0 (inactive).